Dataset: Reaction yield outcomes from USPTO patents with 853,638 reactions. Task: Predict the reaction yield, written as a fraction of the theoretical maximum amount of product (1.0 means a 100% yield; for example, 0.34 means a 34% yield). (1) The reactants are [F:1][C:2]1[CH:7]=[CH:6][C:5]([C:8]2[O:9][C:10]([C:13]3[C:14]([C:19]4[CH:24]=[CH:23][CH:22]=[CH:21][CH:20]=4)=[N:15][O:16][C:17]=3[CH3:18])=[N:11][N:12]=2)=[C:4]([O:25][CH3:26])[CH:3]=1.BrN1C(=[O:33])CCC1=O.N(C(C)(C)C#N)=NC(C)(C)C#N. The catalyst is C(Cl)(Cl)(Cl)Cl. The product is [F:1][C:2]1[CH:7]=[CH:6][C:5]([C:8]2[O:9][C:10]([C:13]3[C:14]([C:19]4[CH:24]=[CH:23][CH:22]=[CH:21][CH:20]=4)=[N:15][O:16][C:17]=3[CH2:18][OH:33])=[N:11][N:12]=2)=[C:4]([O:25][CH3:26])[CH:3]=1. The yield is 0.330. (2) The reactants are [CH2:1]([NH:8][N:9]=[CH:10][C:11](=[O:13])[CH3:12])[C:2]1[CH:7]=[CH:6][CH:5]=[CH:4][CH:3]=1.[C:14]([C:18]1[CH:23]=[CH:22][C:21]([C:24](=O)[CH:25]=[O:26])=[CH:20][CH:19]=1)([CH3:17])([CH3:16])[CH3:15]. The catalyst is C(O)(=O)C. The product is [C:14]([C:18]1[CH:23]=[CH:22][C:21]([C:24]2[N:8]([CH2:1][C:2]3[CH:3]=[CH:4][CH:5]=[CH:6][CH:7]=3)[N:9]=[C:10]([C:11](=[O:13])[CH3:12])[C:25]=2[OH:26])=[CH:20][CH:19]=1)([CH3:17])([CH3:16])[CH3:15]. The yield is 0.110. (3) The reactants are [C:1]([O:5][C:6]([NH:8][CH:9]([CH3:13])[C:10]([OH:12])=[O:11])=[O:7])([CH3:4])([CH3:3])[CH3:2].C(=O)(O)[O-].[Na+].S(Cl)(O[CH2:23][Cl:24])(=O)=O. The catalyst is S([O-])(O)(=O)=O.C([N+](CCCC)(CCCC)CCCC)CCC.O.ClCCl.C(OCC)(=O)C. The product is [Cl:24][CH2:23][O:11][C:10](=[O:12])[CH:9]([NH:8][C:6]([O:5][C:1]([CH3:4])([CH3:2])[CH3:3])=[O:7])[CH3:13]. The yield is 0.970. (4) The reactants are [CH3:1][O:2][C:3](=[O:34])[CH:4]([C:9]1[CH:10]=[C:11]([C:23]2[CH:28]=[C:27]([C:29]([F:32])([F:31])[F:30])[CH:26]=[C:25]([F:33])[CH:24]=2)[CH:12]=[C:13](OS(C(F)(F)F)(=O)=O)[CH:14]=1)[CH2:5][CH:6]([CH3:8])[CH3:7].[F:35][C:36]([F:51])([F:50])[C:37]1[CH:38]=[C:39](B(O)O)[CH:40]=[C:41]([C:43]([F:46])([F:45])[F:44])[CH:42]=1. No catalyst specified. The product is [CH3:1][O:2][C:3](=[O:34])[CH:4]([C:9]1[CH:10]=[C:11]([C:23]2[CH:28]=[C:27]([C:29]([F:30])([F:31])[F:32])[CH:26]=[C:25]([F:33])[CH:24]=2)[CH:12]=[C:13]([C:39]2[CH:38]=[C:37]([C:36]([F:51])([F:50])[F:35])[CH:42]=[C:41]([C:43]([F:46])([F:45])[F:44])[CH:40]=2)[CH:14]=1)[CH2:5][CH:6]([CH3:8])[CH3:7]. The yield is 0.910. (5) The reactants are [CH3:1][N:2]1[C:7](=[O:8])[C:6]([NH:9][C:10]2[CH:15]=[CH:14][C:13]([N:16]3[CH2:21][CH2:20][N:19]([CH:22]4[CH2:25][O:24][CH2:23]4)[CH2:18][CH2:17]3)=[CH:12][N:11]=2)=[CH:5][C:4]([C:26]2[CH:31]=[CH:30][N:29]=[C:28]([N:32]3[C:44](=[O:45])[C:43]4[S:42][C:41]5[CH2:40][CH2:39][CH2:38][CH2:37][C:36]=5[C:35]=4[CH:34]=[N:33]3)[C:27]=2[CH:46]=[O:47])=[CH:3]1.[BH4-].[Na+]. The catalyst is CO. The product is [OH:47][CH2:46][C:27]1[C:28]([N:32]2[C:44](=[O:45])[C:43]3[S:42][C:41]4[CH2:40][CH2:39][CH2:38][CH2:37][C:36]=4[C:35]=3[CH:34]=[N:33]2)=[N:29][CH:30]=[CH:31][C:26]=1[C:4]1[CH:5]=[C:6]([NH:9][C:10]2[CH:15]=[CH:14][C:13]([N:16]3[CH2:17][CH2:18][N:19]([CH:22]4[CH2:25][O:24][CH2:23]4)[CH2:20][CH2:21]3)=[CH:12][N:11]=2)[C:7](=[O:8])[N:2]([CH3:1])[CH:3]=1. The yield is 0.500. (6) The reactants are [Si:1]([O:8][C@@H:9]([C:25]1[CH:30]=[CH:29][CH:28]=[CH:27][C:26]=1[C:31]1[CH:36]=[CH:35][C:34]([Cl:37])=[CH:33][CH:32]=1)[CH:10]1[CH2:15][CH2:14][N:13]([C:16]2[CH:24]=[CH:23][C:19]([C:20](O)=[O:21])=[CH:18][CH:17]=2)[CH2:12][CH2:11]1)([C:4]([CH3:7])([CH3:6])[CH3:5])([CH3:3])[CH3:2].[Si:38]([O:55][CH2:56][CH2:57][N:58]([CH3:88])[CH2:59][CH2:60][C@@H:61]([NH:70][C:71]1[CH:76]=[CH:75][C:74]([S:77]([NH2:80])(=[O:79])=[O:78])=[CH:73][C:72]=1[S:81]([C:84]([F:87])([F:86])[F:85])(=[O:83])=[O:82])[CH2:62][S:63][C:64]1[CH:69]=[CH:68][CH:67]=[CH:66][CH:65]=1)([C:51]([CH3:54])([CH3:53])[CH3:52])([C:45]1[CH:50]=[CH:49][CH:48]=[CH:47][CH:46]=1)[C:39]1[CH:44]=[CH:43][CH:42]=[CH:41][CH:40]=1. No catalyst specified. The product is [Si:1]([O:8][C@@H:9]([C:25]1[CH:30]=[CH:29][CH:28]=[CH:27][C:26]=1[C:31]1[CH:36]=[CH:35][C:34]([Cl:37])=[CH:33][CH:32]=1)[CH:10]1[CH2:15][CH2:14][N:13]([C:16]2[CH:24]=[CH:23][C:19]([C:20]([NH:80][S:77]([C:74]3[CH:75]=[CH:76][C:71]([NH:70][C@H:61]([CH2:60][CH2:59][N:58]([CH2:57][CH2:56][O:55][Si:38]([C:51]([CH3:52])([CH3:54])[CH3:53])([C:39]4[CH:40]=[CH:41][CH:42]=[CH:43][CH:44]=4)[C:45]4[CH:50]=[CH:49][CH:48]=[CH:47][CH:46]=4)[CH3:88])[CH2:62][S:63][C:64]4[CH:69]=[CH:68][CH:67]=[CH:66][CH:65]=4)=[C:72]([S:81]([C:84]([F:86])([F:87])[F:85])(=[O:82])=[O:83])[CH:73]=3)(=[O:78])=[O:79])=[O:21])=[CH:18][CH:17]=2)[CH2:12][CH2:11]1)([C:4]([CH3:7])([CH3:6])[CH3:5])([CH3:3])[CH3:2]. The yield is 0.880. (7) The reactants are [OH-].[K+].[CH2:3]([O:10][C:11]([NH:13][C@@H:14]([CH2:19][C:20]1[CH:25]=[CH:24][CH:23]=[CH:22][CH:21]=1)[C@H:15]([OH:18])[CH2:16]Cl)=[O:12])[C:4]1[CH:9]=[CH:8][CH:7]=[CH:6][CH:5]=1. The catalyst is C(O)C.ClCCl. The product is [CH2:3]([O:10][C:11]([NH:13][C@@H:14]([CH2:19][C:20]1[CH:25]=[CH:24][CH:23]=[CH:22][CH:21]=1)[C@@H:15]1[O:18][CH2:16]1)=[O:12])[C:4]1[CH:9]=[CH:8][CH:7]=[CH:6][CH:5]=1. The yield is 0.770. (8) The reactants are [I-].[CH3:2][S+](C)(C)=O.[H-].[Na+].[Cl:9][C:10]1[CH:11]=[C:12]2[C:16](=[CH:17][CH:18]=1)[N:15]([C:19]1[N:23]([CH3:24])[N:22]=[C:21]([CH3:25])[C:20]=1/[CH:26]=[CH:27]/[C:28]([O:30][C:31]([CH3:34])([CH3:33])[CH3:32])=[O:29])[CH:14]=[CH:13]2.[Cl-].[NH4+]. The catalyst is CS(C)=O.O. The product is [Cl:9][C:10]1[CH:11]=[C:12]2[C:16](=[CH:17][CH:18]=1)[N:15]([C:19]1[N:23]([CH3:24])[N:22]=[C:21]([CH3:25])[C:20]=1[C@@H:26]1[CH2:2][C@H:27]1[C:28]([O:30][C:31]([CH3:34])([CH3:33])[CH3:32])=[O:29])[CH:14]=[CH:13]2. The yield is 0.540. (9) The reactants are [F:1][C:2]1[CH:7]=[CH:6][CH:5]=[C:4](F)[C:3]=1[N+:9]([O-:11])=[O:10].[CH3:12][O:13][Na].[Na]. The catalyst is CO. The product is [F:1][C:2]1[CH:7]=[CH:6][CH:5]=[C:4]([O:13][CH3:12])[C:3]=1[N+:9]([O-:11])=[O:10]. The yield is 0.914. (10) The reactants are [CH3:1][N:2]([CH2:23][C:24]1[CH:29]=[CH:28][CH:27]=[C:26]([C:30](=[O:64])[NH:31][C:32]2[CH:37]=[CH:36][C:35]([N:38]3[CH2:43][CH2:42][CH2:41][CH2:40][CH2:39]3)=[CH:34][C:33]=2[C:44]2[CH:49]=[C:48]([C:50](=[O:63])[NH:51][CH2:52][C:53]3[CH:58]=[CH:57][CH:56]=[C:55]([C:59]([F:62])([F:61])[F:60])[CH:54]=3)[CH:47]=[CH:46][N:45]=2)[N:25]=1)[CH2:3][CH2:4][N:5]1[CH2:10][CH2:9][N:8]([C:11](OC2C=CC([N+]([O-])=O)=CC=2)=[O:12])[CH2:7][CH2:6]1.[CH3:65][O:66][CH2:67][CH2:68][NH2:69].C(N(CC)C(C)C)(C)C. The catalyst is CN(C)C=O. The product is [CH3:65][O:66][CH2:67][CH2:68][NH:69][C:11]([N:8]1[CH2:7][CH2:6][N:5]([CH2:4][CH2:3][N:2]([CH3:1])[CH2:23][C:24]2[CH:29]=[CH:28][CH:27]=[C:26]([C:30](=[O:64])[NH:31][C:32]3[CH:37]=[CH:36][C:35]([N:38]4[CH2:39][CH2:40][CH2:41][CH2:42][CH2:43]4)=[CH:34][C:33]=3[C:44]3[CH:49]=[C:48]([C:50](=[O:63])[NH:51][CH2:52][C:53]4[CH:58]=[CH:57][CH:56]=[C:55]([C:59]([F:60])([F:62])[F:61])[CH:54]=4)[CH:47]=[CH:46][N:45]=3)[N:25]=2)[CH2:10][CH2:9]1)=[O:12]. The yield is 0.180.